From a dataset of Forward reaction prediction with 1.9M reactions from USPTO patents (1976-2016). Predict the product of the given reaction. Given the reactants Cl[C:2]1[C:7]2[C:8]3[CH2:14][CH2:13][CH2:12][N:11](C(OC(C)(C)C)=O)[CH2:10][C:9]=3[S:22][C:6]=2[N:5]=[CH:4][N:3]=1.[Cl:23][C:24]1[CH:25]=[C:26]([CH:28]=[CH:29][C:30]=1[Cl:31])[NH2:27], predict the reaction product. The product is: [Cl:23][C:24]1[CH:25]=[C:26]([NH:27][C:2]2[C:7]3[C:8]4[CH2:14][CH2:13][CH2:12][NH:11][CH2:10][C:9]=4[S:22][C:6]=3[N:5]=[CH:4][N:3]=2)[CH:28]=[CH:29][C:30]=1[Cl:31].